Dataset: Catalyst prediction with 721,799 reactions and 888 catalyst types from USPTO. Task: Predict which catalyst facilitates the given reaction. Reactant: [F:1][C:2]1[CH:7]=[CH:6][C:5]([CH3:8])=[CH:4][C:3]=1[NH:9][C:10]([NH:12][C:13]1[CH:31]=[CH:30][C:16]([O:17][C:18]2[CH:23]=[CH:22][N:21]=[C:20]3[CH:24]=[C:25]([C:27]([OH:29])=O)[S:26][C:19]=23)=[CH:15][CH:14]=1)=[O:11].CN(C(ON1N=NC2C=CC=NC1=2)=[N+](C)C)C.F[P-](F)(F)(F)(F)F.C(N(CC)C(C)C)(C)C.Cl.[NH:66]1[C:70]([CH2:71][CH2:72][CH2:73][NH2:74])=[N:69][N:68]=[N:67]1.Cl. Product: [F:1][C:2]1[CH:7]=[CH:6][C:5]([CH3:8])=[CH:4][C:3]=1[NH:9][C:10]([NH:12][C:13]1[CH:31]=[CH:30][C:16]([O:17][C:18]2[CH:23]=[CH:22][N:21]=[C:20]3[CH:24]=[C:25]([C:27]([NH:74][CH2:73][CH2:72][CH2:71][C:70]4[N:66]=[N:67][NH:68][N:69]=4)=[O:29])[S:26][C:19]=23)=[CH:15][CH:14]=1)=[O:11]. The catalyst class is: 47.